From a dataset of Full USPTO retrosynthesis dataset with 1.9M reactions from patents (1976-2016). Predict the reactants needed to synthesize the given product. Given the product [CH3:4][C:3]([C:6]1[CH:7]=[CH:8][C:9]([NH:12][C:13](=[O:24])[C:14]2[CH:19]=[CH:18][C:17]([O:20][CH3:21])=[C:16]([O:22][CH3:23])[CH:15]=2)=[CH:10][CH:11]=1)([CH3:5])[CH2:2][NH:1][C:27](=[O:28])[C:26]([F:37])([F:36])[F:25], predict the reactants needed to synthesize it. The reactants are: [NH2:1][CH2:2][C:3]([C:6]1[CH:11]=[CH:10][C:9]([NH:12][C:13](=[O:24])[C:14]2[CH:19]=[CH:18][C:17]([O:20][CH3:21])=[C:16]([O:22][CH3:23])[CH:15]=2)=[CH:8][CH:7]=1)([CH3:5])[CH3:4].[F:25][C:26]([F:37])([F:36])[C:27](O[C:27](=[O:28])[C:26]([F:37])([F:36])[F:25])=[O:28].